This data is from Full USPTO retrosynthesis dataset with 1.9M reactions from patents (1976-2016). The task is: Predict the reactants needed to synthesize the given product. Given the product [OH:22][C:18]1[CH:17]=[C:16]([CH:21]=[CH:20][CH:19]=1)[O:15][CH2:14][C:13]([N:9]1[CH2:10][CH2:11][CH2:12][C@@H:8]1[C:6]([OH:7])=[O:5])=[O:23], predict the reactants needed to synthesize it. The reactants are: C([O:5][C:6]([C@H:8]1[CH2:12][CH2:11][CH2:10][N:9]1[C:13](=[O:23])[CH2:14][O:15][C:16]1[CH:21]=[CH:20][CH:19]=[C:18]([OH:22])[CH:17]=1)=[O:7])(C)(C)C.Cl.